From a dataset of Forward reaction prediction with 1.9M reactions from USPTO patents (1976-2016). Predict the product of the given reaction. (1) Given the reactants [Cl:1][C:2]1[CH:7]=[CH:6][CH:5]=[CH:4][C:3]=1[C:8](=O)[CH3:9].[C:11]([CH2:13][C:14]([O:16][CH2:17][CH3:18])=[O:15])#[N:12].C([O-])(=O)C.[NH4+], predict the reaction product. The product is: [CH2:17]([O:16][C:14](=[O:15])[C:13]([C:11]#[N:12])=[C:8]([C:3]1[CH:4]=[CH:5][CH:6]=[CH:7][C:2]=1[Cl:1])[CH3:9])[CH3:18]. (2) Given the reactants Cl[C:2]1[C:11]2[C:6](=[N:7][CH:8]=[CH:9][CH:10]=2)[N:5]=[C:4]([C:12]2[CH:17]=[CH:16][CH:15]=[CH:14][C:13]=2[F:18])[CH:3]=1.[NH2:19][C:20]1[CH:25]=[CH:24][N:23]=[CH:22][CH:21]=1.O1CCOCC1, predict the reaction product. The product is: [F:18][C:13]1[CH:14]=[CH:15][CH:16]=[CH:17][C:12]=1[C:4]1[CH:3]=[C:2]([NH:19][C:20]2[CH:25]=[CH:24][N:23]=[CH:22][CH:21]=2)[C:11]2[C:6](=[N:7][CH:8]=[CH:9][CH:10]=2)[N:5]=1. (3) The product is: [F:41][C:38]1[CH:39]=[CH:40][C:35]([C@@H:10]2[C@@H:11]([N:14]([C:16](=[O:34])[C:17]([C:20]3[CH:21]=[C:22]([C:30]([F:31])([F:32])[F:33])[CH:23]=[C:24]([C:26]([F:27])([F:28])[F:29])[CH:25]=3)([CH3:19])[CH3:18])[CH3:15])[CH2:12][CH2:13][NH:8][CH2:9]2)=[C:36]([CH3:42])[CH:37]=1. Given the reactants C(OC([N:8]1[CH2:13][CH2:12][C@H:11]([N:14]([C:16](=[O:34])[C:17]([C:20]2[CH:25]=[C:24]([C:26]([F:29])([F:28])[F:27])[CH:23]=[C:22]([C:30]([F:33])([F:32])[F:31])[CH:21]=2)([CH3:19])[CH3:18])[CH3:15])[C@@H:10]([C:35]2[CH:40]=[CH:39][C:38]([F:41])=[CH:37][C:36]=2[CH3:42])[CH2:9]1)=O)(C)(C)C.Cl, predict the reaction product. (4) The product is: [F:1][C:2]1[CH:7]=[CH:6][CH:5]=[C:4]([F:8])[C:3]=1[NH:9][C:10](=[O:15])[C:11](=[CH:18][N:19]([CH3:21])[CH3:20])[C:12](=[O:14])[CH3:13]. Given the reactants [F:1][C:2]1[CH:7]=[CH:6][CH:5]=[C:4]([F:8])[C:3]=1[NH:9][C:10](=[O:15])[CH2:11][C:12](=[O:14])[CH3:13].CO[CH:18](OC)[N:19]([CH3:21])[CH3:20], predict the reaction product. (5) Given the reactants [Cl:1][C:2]1[CH:11]=[C:10]2[C:5]([N:6]=[C:7]([C:15]3[CH2:16][CH2:17][NH:18][CH2:19][CH:20]=3)[C:8]3[N:9]2[CH:12]=[N:13][N:14]=3)=[CH:4][CH:3]=1.C=O.[CH3:23]C(O)=O.[BH-](OC(C)=O)(OC(C)=O)OC(C)=O.[Na+], predict the reaction product. The product is: [Cl:1][C:2]1[CH:11]=[C:10]2[C:5]([N:6]=[C:7]([C:15]3[CH2:16][CH2:17][N:18]([CH3:23])[CH2:19][CH:20]=3)[C:8]3[N:9]2[CH:12]=[N:13][N:14]=3)=[CH:4][CH:3]=1. (6) Given the reactants [NH2:1][C@@H:2]([CH2:5][C@@H:6]([C:9]1[CH:14]=[CH:13][CH:12]=[CH:11][CH:10]=1)[CH2:7][CH3:8])[CH2:3][OH:4].C([O-])(=O)C.[Na+].[N:20]#[C:21]Br, predict the reaction product. The product is: [C:9]1([C@@H:6]([CH2:7][CH3:8])[CH2:5][C@H:2]2[CH2:3][O:4][C:21]([NH2:20])=[N:1]2)[CH:10]=[CH:11][CH:12]=[CH:13][CH:14]=1. (7) Given the reactants [CH2:1]([C@:3]1([OH:19])[C:15]2[CH:14]=[C:13]3[N:9]([CH2:10][CH2:11][C:12]3=O)[C:8](=[O:17])[C:7]=2[CH2:6][O:5][C:4]1=[O:18])[CH3:2].C1(C)C=CC(S(O)(=O)=O)=CC=1.O1CCO[CH:32]1[C:36]1[CH:41]=[C:40]([O:42][CH3:43])[N:39]=[CH:38][C:37]=1[NH2:44], predict the reaction product. The product is: [CH2:1]([C@:3]1([OH:19])[C:15]2[CH:14]=[C:13]3[N:9]([CH2:10][C:11]4[C:12]3=[N:44][C:37]3[CH:38]=[N:39][C:40]([O:42][CH3:43])=[CH:41][C:36]=3[CH:32]=4)[C:8](=[O:17])[C:7]=2[CH2:6][O:5][C:4]1=[O:18])[CH3:2].